From a dataset of Reaction yield outcomes from USPTO patents with 853,638 reactions. Predict the reaction yield, written as a fraction of the theoretical maximum amount of product (1.0 means a 100% yield; for example, 0.34 means a 34% yield). The reactants are [CH3:1][N:2]1[C:6]2[CH:7]=[N:8][CH:9]=[CH:10][C:5]=2[NH:4][C:3]1=[O:11].[N+:12]([O-])([OH:14])=[O:13]. The catalyst is S(=O)(=O)(O)O. The product is [CH3:1][N:2]1[C:6]2[C:7]([N+:12]([O-:14])=[O:13])=[N:8][CH:9]=[CH:10][C:5]=2[NH:4][C:3]1=[O:11]. The yield is 0.860.